This data is from Full USPTO retrosynthesis dataset with 1.9M reactions from patents (1976-2016). The task is: Predict the reactants needed to synthesize the given product. (1) The reactants are: [CH3:1][O:2][N:3]1[C:8]([CH3:10])([CH3:9])[CH2:7][C:6](=[O:11])[CH2:5][C:4]1([CH3:13])[CH3:12].CC(O)([C:17]#[N:18])C.S(=O)(=O)(O)O.[C:25]([O-:28])(O)=O.[Na+]. Given the product [CH3:1][O:2][N:3]1[C:8]([CH3:9])([CH3:10])[CH2:7][C:6]2([O:11][CH2:17][NH:18][C:25]2=[O:28])[CH2:5][C:4]1([CH3:13])[CH3:12], predict the reactants needed to synthesize it. (2) Given the product [CH3:12][CH:13]([CH3:33])[C:14]([O:16][C@H:17]([O:19][C:20]([NH:22][CH2:23][C@H:24]1[CH2:25][CH2:26][C@H:27]([C:30]([O-:32])=[O:31])[CH2:28][CH2:29]1)=[O:21])[CH3:18])=[O:15].[Na+:38], predict the reactants needed to synthesize it. The reactants are: C1C[C@H](C(O)=O)CC[C@H]1CN.[CH3:12][CH:13]([CH3:33])[C:14]([O:16][C@H:17]([O:19][C:20]([NH:22][CH2:23][C@H:24]1[CH2:29][CH2:28][C@H:27]([C:30]([OH:32])=[O:31])[CH2:26][CH2:25]1)=[O:21])[CH3:18])=[O:15].C(=O)(O)[O-].[Na+:38].C(#N)C. (3) Given the product [CH3:1][O:2][C:3]1[CH:4]=[C:5]2[C:9](=[CH:10][C:11]=1[CH:12]([C:18]1[CH:23]=[CH:22][CH:21]=[CH:20][CH:19]=1)[CH2:13][CH2:14][NH:16][CH3:17])[NH:8][CH:7]=[CH:6]2, predict the reactants needed to synthesize it. The reactants are: [CH3:1][O:2][C:3]1[CH:4]=[C:5]2[C:9](=[CH:10][C:11]=1[CH:12]([C:18]1[CH:23]=[CH:22][CH:21]=[CH:20][CH:19]=1)[CH2:13][C:14]([NH:16][CH3:17])=O)[NH:8][CH:7]=[CH:6]2.N1C2C(=CC=CC=2C(C2C=CC=CC=2)CCNC)C=C1.